Dataset: Forward reaction prediction with 1.9M reactions from USPTO patents (1976-2016). Task: Predict the product of the given reaction. (1) Given the reactants [Cl:1][C:2]1[CH:3]=[C:4]([C:12]2[O:16][N:15]=[C:14]([C:17]3[C:27]4[O:26][CH2:25][CH2:24][N:23]([CH2:28][CH2:29][CH2:30][C:31]([O:33]CC)=[O:32])[CH2:22][C:21]=4[CH:20]=[CH:19][CH:18]=3)[N:13]=2)[CH:5]=[CH:6][C:7]=1[O:8][CH:9]([CH3:11])[CH3:10].[OH-].[Na+], predict the reaction product. The product is: [Cl:1][C:2]1[CH:3]=[C:4]([C:12]2[O:16][N:15]=[C:14]([C:17]3[C:27]4[O:26][CH2:25][CH2:24][N:23]([CH2:28][CH2:29][CH2:30][C:31]([OH:33])=[O:32])[CH2:22][C:21]=4[CH:20]=[CH:19][CH:18]=3)[N:13]=2)[CH:5]=[CH:6][C:7]=1[O:8][CH:9]([CH3:11])[CH3:10]. (2) Given the reactants [Cl:1][C:2]1[CH:7]=[CH:6][C:5]([N:8]=[C:9]=[S:10])=[CH:4][C:3]=1[Cl:11].[CH3:12][NH2:13], predict the reaction product. The product is: [Cl:11][C:3]1[CH:4]=[C:5]([NH:8][C:9]([NH:13][CH3:12])=[S:10])[CH:6]=[CH:7][C:2]=1[Cl:1]. (3) The product is: [F:1][C:2]([F:29])([F:28])[C:3]1[CH:4]=[C:5]([CH:25]=[CH:26][CH:27]=1)[CH2:6][O:7][N:8]=[C:9]1[CH2:14][CH2:13][N:12]([S:15]([C:18]2[CH:19]=[N:20][C:21]([C:30]3[CH:35]=[CH:34][CH:33]=[CH:32][CH:31]=3)=[CH:22][CH:23]=2)(=[O:17])=[O:16])[CH2:11][CH2:10]1. Given the reactants [F:1][C:2]([F:29])([F:28])[C:3]1[CH:4]=[C:5]([CH:25]=[CH:26][CH:27]=1)[CH2:6][O:7][N:8]=[C:9]1[CH2:14][CH2:13][N:12]([S:15]([C:18]2[CH:19]=[N:20][C:21](Cl)=[CH:22][CH:23]=2)(=[O:17])=[O:16])[CH2:11][CH2:10]1.[C:30]1(B(O)O)[CH:35]=[CH:34][CH:33]=[CH:32][CH:31]=1.C(=O)([O-])[O-].[Na+].[Na+].O, predict the reaction product. (4) Given the reactants [CH3:1][O:2]/[N:3]=[C:4](/[C:15]1[CH:20]=[CH:19][CH:18]=[CH:17][CH:16]=1)\[CH2:5][O:6][C:7]1[CH:12]=[CH:11][C:10]([CH2:13][OH:14])=[CH:9][CH:8]=1.O[C:22]1[CH:27]=[CH:26][C:25]([CH2:28][CH2:29][C:30]([O:32]CC)=[O:31])=[CH:24][C:23]=1[O:35][CH3:36], predict the reaction product. The product is: [CH3:36][O:35][C:23]1[CH:24]=[C:25]([CH2:28][CH2:29][C:30]([OH:32])=[O:31])[CH:26]=[CH:27][C:22]=1[O:14][CH2:13][C:10]1[CH:11]=[CH:12][C:7]([O:6][CH2:5]/[C:4](=[N:3]\[O:2][CH3:1])/[C:15]2[CH:20]=[CH:19][CH:18]=[CH:17][CH:16]=2)=[CH:8][CH:9]=1. (5) The product is: [N:1]1[CH:6]=[CH:5][CH:4]=[CH:3][C:2]=1[CH2:7][NH:8][C:9](=[O:10])[O:11][C:12]([CH3:15])([CH3:14])[CH3:13]. Given the reactants [N:1]1[CH:6]=[CH:5][CH:4]=[CH:3][C:2]=1[CH2:7][NH2:8].[C:9](O[C:9]([O:11][C:12]([CH3:15])([CH3:14])[CH3:13])=[O:10])([O:11][C:12]([CH3:15])([CH3:14])[CH3:13])=[O:10], predict the reaction product. (6) Given the reactants [F:1][C:2]([F:27])([F:26])[C@H:3]1[CH2:8][CH2:7][C@H:6]([NH:9][C:10](=[O:25])[C:11]2[CH:16]=[C:15]([NH2:17])[C:14]([NH:18][CH3:19])=[CH:13][C:12]=2[O:20][CH2:21][CH:22]([F:24])[F:23])[CH2:5][CH2:4]1.[CH3:28][C:29]1[C:42]([N:43]=[C:44]=S)=[C:41]([CH3:46])[CH:40]=[CH:39][C:30]=1[CH2:31][NH:32][C:33](=[O:38])[C:34]([CH3:37])([CH3:36])[CH3:35].CC(C)N=C=NC(C)C, predict the reaction product. The product is: [F:1][C:2]([F:26])([F:27])[C@H:3]1[CH2:8][CH2:7][C@H:6]([NH:9][C:10]([C:11]2[C:12]([O:20][CH2:21][CH:22]([F:23])[F:24])=[CH:13][C:14]3[N:18]([CH3:19])[C:44]([NH:43][C:42]4[C:41]([CH3:46])=[CH:40][CH:39]=[C:30]([CH2:31][NH:32][C:33](=[O:38])[C:34]([CH3:37])([CH3:36])[CH3:35])[C:29]=4[CH3:28])=[N:17][C:15]=3[CH:16]=2)=[O:25])[CH2:5][CH2:4]1. (7) Given the reactants [F:1][C:2]1[CH:3]=[CH:4][C:5]2[N:6]([C:8]([C:11]3[N:16]=[C:15]([NH:17][C@@H:18]4[CH2:23][CH2:22][CH2:21][N:20](C(OC(C)(C)C)=O)[CH2:19]4)[C:14]([C:31]([F:34])([F:33])[F:32])=[C:13]([O:35][CH3:36])[N:12]=3)=[CH:9][N:10]=2)[CH:7]=1.FC(F)(F)C(O)=O, predict the reaction product. The product is: [F:1][C:2]1[CH:3]=[CH:4][C:5]2[N:6]([C:8]([C:11]3[N:16]=[C:15]([NH:17][C@@H:18]4[CH2:23][CH2:22][CH2:21][NH:20][CH2:19]4)[C:14]([C:31]([F:32])([F:33])[F:34])=[C:13]([O:35][CH3:36])[N:12]=3)=[CH:9][N:10]=2)[CH:7]=1.